This data is from Catalyst prediction with 721,799 reactions and 888 catalyst types from USPTO. The task is: Predict which catalyst facilitates the given reaction. (1) Reactant: [CH3:1][O:2][C:3]1[C:12]([CH2:13][CH2:14][CH3:15])=[C:11]2[C:6]([CH:7]=[C:8]([C:17]([OH:19])=O)[C:9](=[O:16])[O:10]2)=[CH:5][CH:4]=1.[F:20][C:21]1[C:22]([CH3:28])=[C:23]([NH2:27])[CH:24]=[CH:25][CH:26]=1.CN(C(ON1N=NC2C=CC=NC1=2)=[N+](C)C)C.F[P-](F)(F)(F)(F)F.C(N(C(C)C)CC)(C)C. Product: [F:20][C:21]1[C:22]([CH3:28])=[C:23]([NH:27][C:17]([C:8]2[C:9](=[O:16])[O:10][C:11]3[C:6]([CH:7]=2)=[CH:5][CH:4]=[C:3]([O:2][CH3:1])[C:12]=3[CH2:13][CH2:14][CH3:15])=[O:19])[CH:24]=[CH:25][CH:26]=1. The catalyst class is: 3. (2) Reactant: Br[C:2]1[CH:7]=[CH:6][C:5]([N:8]2[CH2:13][CH2:12][N:11]([S:14]([CH:17]=[CH:18][CH2:19][CH2:20][CH2:21][C:22]3[N:27]=[CH:26][CH:25]=[CH:24][N:23]=3)(=[O:16])=[O:15])[CH2:10][CH2:9]2)=[CH:4][CH:3]=1.[S:28]1[CH:32]=[CH:31][CH:30]=[C:29]1B(O)O.C([O-])(O)=O.[Na+]. Product: [S:28]1[CH:32]=[CH:31][C:30]([C:2]2[CH:7]=[CH:6][C:5]([N:8]3[CH2:13][CH2:12][N:11]([S:14]([CH:17]=[CH:18][CH2:19][CH2:20][CH2:21][C:22]4[N:23]=[CH:24][CH:25]=[CH:26][N:27]=4)(=[O:16])=[O:15])[CH2:10][CH2:9]3)=[CH:4][CH:3]=2)=[CH:29]1. The catalyst class is: 564.